This data is from Full USPTO retrosynthesis dataset with 1.9M reactions from patents (1976-2016). The task is: Predict the reactants needed to synthesize the given product. Given the product [C:8]([C:16]1[CH:30]=[CH:29][C:19]([O:20][CH2:21][C:22]([OH:24])=[O:23])=[CH:18][CH:17]=1)(=[O:15])[C:9]1[CH:10]=[CH:11][CH:12]=[CH:13][CH:14]=1, predict the reactants needed to synthesize it. The reactants are: FC(F)(F)C(O)=O.[C:8]([C:16]1[CH:30]=[CH:29][C:19]([O:20][CH2:21][C:22]([O:24]C(C)(C)C)=[O:23])=[CH:18][CH:17]=1)(=[O:15])[C:9]1[CH:14]=[CH:13][CH:12]=[CH:11][CH:10]=1.